Dataset: Full USPTO retrosynthesis dataset with 1.9M reactions from patents (1976-2016). Task: Predict the reactants needed to synthesize the given product. Given the product [Br:14][C:15]1[CH:16]=[C:17]([S:21]([NH:13][C:10]2[CH:11]=[CH:12][C:6]3[O:5][CH2:4][CH2:3][N:2]([CH3:1])[CH2:8][C:7]=3[CH:9]=2)(=[O:23])=[O:22])[CH:18]=[CH:19][CH:20]=1, predict the reactants needed to synthesize it. The reactants are: [CH3:1][N:2]1[CH2:8][C:7]2[CH:9]=[C:10]([NH2:13])[CH:11]=[CH:12][C:6]=2[O:5][CH2:4][CH2:3]1.[Br:14][C:15]1[CH:16]=[C:17]([S:21](Cl)(=[O:23])=[O:22])[CH:18]=[CH:19][CH:20]=1.N1C=CC=CC=1.CO.